From a dataset of NCI-60 drug combinations with 297,098 pairs across 59 cell lines. Regression. Given two drug SMILES strings and cell line genomic features, predict the synergy score measuring deviation from expected non-interaction effect. (1) Drug 1: CC1CCC2CC(C(=CC=CC=CC(CC(C(=O)C(C(C(=CC(C(=O)CC(OC(=O)C3CCCCN3C(=O)C(=O)C1(O2)O)C(C)CC4CCC(C(C4)OC)O)C)C)O)OC)C)C)C)OC. Drug 2: C1CCC(C(C1)N)N.C(=O)(C(=O)[O-])[O-].[Pt+4]. Cell line: HL-60(TB). Synergy scores: CSS=33.8, Synergy_ZIP=0.885, Synergy_Bliss=-1.50, Synergy_Loewe=-6.24, Synergy_HSA=-4.02. (2) Drug 1: CS(=O)(=O)C1=CC(=C(C=C1)C(=O)NC2=CC(=C(C=C2)Cl)C3=CC=CC=N3)Cl. Drug 2: C1=NC2=C(N1)C(=S)N=CN2. Cell line: SF-268. Synergy scores: CSS=-1.09, Synergy_ZIP=-9.86, Synergy_Bliss=-23.1, Synergy_Loewe=-32.1, Synergy_HSA=-25.4.